Predict the reaction yield, written as a fraction of the theoretical maximum amount of product (1.0 means a 100% yield; for example, 0.34 means a 34% yield). From a dataset of Reaction yield outcomes from USPTO patents with 853,638 reactions. (1) The reactants are [CH3:1][C:2]1[C:3]([N:10]2[CH2:15][CH2:14][O:13][CH2:12][CH2:11]2)=[C:4]([CH:7]=[CH:8][CH:9]=1)[CH:5]=O.[N:16]1([C:22]([O:24][C:25]([CH3:28])([CH3:27])[CH3:26])=[O:23])[CH2:21][CH2:20][NH:19][CH2:18][CH2:17]1.C(O[BH-](OC(=O)C)OC(=O)C)(=O)C.[Na+]. No catalyst specified. The product is [CH3:1][C:2]1[C:3]([N:10]2[CH2:15][CH2:14][O:13][CH2:12][CH2:11]2)=[C:4]([CH2:5][N:19]2[CH2:18][CH2:17][N:16]([C:22]([O:24][C:25]([CH3:28])([CH3:27])[CH3:26])=[O:23])[CH2:21][CH2:20]2)[CH:7]=[CH:8][CH:9]=1. The yield is 0.340. (2) The reactants are [Cl:1][C:2]1[N:3]=[C:4]2[C:9](=[CH:10][CH:11]=1)[N:8]=[CH:7][C:6]([C:12](=[O:14])[CH3:13])=[C:5]2[NH:15][CH:16]1[CH2:21][CH2:20][CH:19]([CH2:22][N:23]([CH3:25])[CH3:24])[CH2:18][CH2:17]1.[F:26][C:27]1[CH:32]=[C:31](B2OC(C)(C)C(C)(C)O2)[CH:30]=[C:29]([F:42])[C:28]=1[OH:43].C1(N)C(F)=C(F)C(F)=C(N)C=1F.[ClH:56].Cl. No catalyst specified. The product is [ClH:1].[ClH:56].[F:26][C:27]1[CH:32]=[C:31]([C:2]2[N:3]=[C:4]3[C:9](=[CH:10][CH:11]=2)[N:8]=[CH:7][C:6]([C:12](=[O:14])[CH3:13])=[C:5]3[NH:15][C@H:16]2[CH2:21][CH2:20][C@H:19]([CH2:22][N:23]([CH3:25])[CH3:24])[CH2:18][CH2:17]2)[CH:30]=[C:29]([F:42])[C:28]=1[OH:43]. The yield is 0.900.